This data is from Reaction yield outcomes from USPTO patents with 853,638 reactions. The task is: Predict the reaction yield, written as a fraction of the theoretical maximum amount of product (1.0 means a 100% yield; for example, 0.34 means a 34% yield). (1) The reactants are [CH2:1]([O:3][C:4](=[O:18])[C:5]1[CH:10]=[C:9]([CH3:11])[C:8]([N+:12]([O-:14])=[O:13])=[CH:7][C:6]=1[N+:15]([O-:17])=[O:16])[CH3:2].CO[CH:21]([N:24]([CH3:26])[CH3:25])OC. The catalyst is CN(C=O)C. The product is [CH2:1]([O:3][C:4](=[O:18])[C:5]1[CH:10]=[C:9]([CH:11]=[CH:21][N:24]([CH3:26])[CH3:25])[C:8]([N+:12]([O-:14])=[O:13])=[CH:7][C:6]=1[N+:15]([O-:17])=[O:16])[CH3:2]. The yield is 0.280. (2) The yield is 0.690. The catalyst is C(O)C. The product is [CH3:32][C:22]([NH:33][CH2:11][C@H:9]([C:6]1[CH:5]=[C:4]([CH:12]([CH2:19][CH3:20])[CH2:13][C:14]([O:16][CH2:17][CH3:18])=[O:15])[CH:3]=[C:2]([F:1])[C:7]=1[F:8])[OH:10])([CH3:21])[CH2:23][CH2:24][CH2:25][C:26]1[CH:31]=[CH:30][CH:29]=[CH:28][CH:27]=1. The reactants are [F:1][C:2]1[CH:3]=[C:4]([CH:12]([CH2:19][CH3:20])[CH2:13][C:14]([O:16][CH2:17][CH3:18])=[O:15])[CH:5]=[C:6]([C@H:9]2[CH2:11][O:10]2)[C:7]=1[F:8].[CH3:21][C:22]([NH2:33])([CH3:32])[CH2:23][CH2:24][CH2:25][C:26]1[CH:31]=[CH:30][CH:29]=[CH:28][CH:27]=1. (3) The yield is 0.450. The product is [Cl:1][C:2]1[CH:7]=[CH:6][CH:5]=[C:4]([F:8])[C:3]=1[C:9]1[C:13]([C:14]([N:33]2[CH2:38][CH2:37][O:36][CH2:35][CH2:34]2)=[O:16])=[C:12]([C:17]2[CH:18]=[N:19][N:20]([C:26]3[CH:31]=[CH:30][CH:29]=[C:28]([Cl:32])[CH:27]=3)[C:21]=2[C:22]([F:24])([F:23])[F:25])[O:11][N:10]=1. The catalyst is CN(C=O)C.CN1CCOCC1. The reactants are [Cl:1][C:2]1[CH:7]=[CH:6][CH:5]=[C:4]([F:8])[C:3]=1[C:9]1[C:13]([C:14]([OH:16])=O)=[C:12]([C:17]2[CH:18]=[N:19][N:20]([C:26]3[CH:31]=[CH:30][CH:29]=[C:28]([Cl:32])[CH:27]=3)[C:21]=2[C:22]([F:25])([F:24])[F:23])[O:11][N:10]=1.[NH:33]1[CH2:38][CH2:37][O:36][CH2:35][CH2:34]1.C1C=CC2N(O)N=NC=2C=1.CCN=C=NCCCN(C)C.CN1CCOCC1.